This data is from Peptide-MHC class II binding affinity with 134,281 pairs from IEDB. The task is: Regression. Given a peptide amino acid sequence and an MHC pseudo amino acid sequence, predict their binding affinity value. This is MHC class II binding data. (1) The binding affinity (normalized) is 0.246. The MHC is HLA-DPA10103-DPB10201 with pseudo-sequence HLA-DPA10103-DPB10201. The peptide sequence is VSKAPQLVPKLDEVY. (2) The peptide sequence is EKKYFAATQFELLAA. The MHC is HLA-DQA10401-DQB10402 with pseudo-sequence HLA-DQA10401-DQB10402. The binding affinity (normalized) is 0.494. (3) The peptide sequence is NGSMRVFVDVIRALD. The MHC is DRB1_0101 with pseudo-sequence DRB1_0101. The binding affinity (normalized) is 0.329. (4) The peptide sequence is INEPTAAAIAYGLDR. The MHC is HLA-DQA10102-DQB10602 with pseudo-sequence HLA-DQA10102-DQB10602. The binding affinity (normalized) is 0.807.